The task is: Predict the product of the given reaction.. This data is from Forward reaction prediction with 1.9M reactions from USPTO patents (1976-2016). (1) Given the reactants [O:1]1[CH2:6][CH:5]=[C:4]([C:7]2[CH:12]=[CH:11][C:10]([N:13]3[CH:18]=[C:17]([O:19][CH3:20])[C:16](=[O:21])[C:15]([C:22]4[N:26]([C:27]5[CH:32]=[CH:31][CH:30]=[CH:29][CH:28]=5)[N:25]=[CH:24][CH:23]=4)=[N:14]3)=[C:9]([F:33])[CH:8]=2)[CH2:3][CH2:2]1.C1COCC1, predict the reaction product. The product is: [F:33][C:9]1[CH:8]=[C:7]([CH:4]2[CH2:3][CH2:2][O:1][CH2:6][CH2:5]2)[CH:12]=[CH:11][C:10]=1[N:13]1[CH:18]=[C:17]([O:19][CH3:20])[C:16](=[O:21])[C:15]([C:22]2[N:26]([C:27]3[CH:28]=[CH:29][CH:30]=[CH:31][CH:32]=3)[N:25]=[CH:24][CH:23]=2)=[N:14]1. (2) Given the reactants [F:1][C:2]([F:27])([F:26])[C:3]1[CH:21]=[C:20]([C:22]([F:25])([F:24])[F:23])[CH:19]=[CH:18][C:4]=1[CH2:5][O:6][C:7]1[CH:12]=[CH:11][C:10]([C:13](=O)[CH3:14])=[CH:9][C:8]=1[O:16][CH3:17].[S:28]1[CH2:34][C:32](=[O:33])[NH:31][C:29]1=[S:30].C1(C)C=CC=CC=1, predict the reaction product. The product is: [F:1][C:2]([F:26])([F:27])[C:3]1[CH:21]=[C:20]([C:22]([F:24])([F:25])[F:23])[CH:19]=[CH:18][C:4]=1[CH2:5][O:6][C:7]1[CH:12]=[CH:11][C:10]([C:13](=[C:34]2[S:28][C:29](=[S:30])[NH:31][C:32]2=[O:33])[CH3:14])=[CH:9][C:8]=1[O:16][CH3:17]. (3) Given the reactants CCCCCC.C([Li])CCC.Br[C:13]1[CH:18]=[CH:17][C:16]([C:19]2[N:24]=[C:23]([C:25]3[CH:30]=[CH:29][C:28]([C:31]([CH3:34])([CH3:33])[CH3:32])=[CH:27][CH:26]=3)[N:22]=[C:21]([C:35]3[CH:40]=[CH:39][C:38]([C:41]([CH3:44])([CH3:43])[CH3:42])=[CH:37][CH:36]=3)[N:20]=2)=[CH:15][CH:14]=1.Br[C:46]1[CH:47]=[CH:48][C:49]([C:52]2[CH:57]=[CH:56][CH:55]=[CH:54][N:53]=2)=[N:50][CH:51]=1, predict the reaction product. The product is: [C:31]([C:28]1[CH:27]=[CH:26][C:25]([C:23]2[N:22]=[C:21]([C:35]3[CH:40]=[CH:39][C:38]([C:41]([CH3:43])([CH3:44])[CH3:42])=[CH:37][CH:36]=3)[N:20]=[C:19]([C:16]3[CH:15]=[CH:14][C:13]([C:46]4[CH:47]=[CH:48][C:49]([C:52]5[CH:57]=[CH:56][CH:55]=[CH:54][N:53]=5)=[N:50][CH:51]=4)=[CH:18][CH:17]=3)[N:24]=2)=[CH:30][CH:29]=1)([CH3:32])([CH3:33])[CH3:34]. (4) Given the reactants [CH3:1][Si:2]([CH3:29])([CH3:28])[CH2:3][CH2:4][O:5][CH2:6][N:7]1[C:11]2[N:12]=[CH:13][N:14]=[C:15]([C:16]3[CH:17]=[C:18]([NH:22][C:23](=[O:27])[C:24]([CH3:26])=[CH2:25])[CH:19]=[CH:20][CH:21]=3)[C:10]=2[CH:9]=[CH:8]1.C1C(=O)N([Br:37])C(=O)C1, predict the reaction product. The product is: [Br:37][C:9]1[C:10]2[C:15]([C:16]3[CH:17]=[C:18]([NH:22][C:23](=[O:27])[C:24]([CH3:26])=[CH2:25])[CH:19]=[CH:20][CH:21]=3)=[N:14][CH:13]=[N:12][C:11]=2[N:7]([CH2:6][O:5][CH2:4][CH2:3][Si:2]([CH3:1])([CH3:28])[CH3:29])[CH:8]=1. (5) Given the reactants [C:1]([O:4][C@@H:5]1[CH2:9][N:8]([C:10]([O:12][C:13]([CH3:16])([CH3:15])[CH3:14])=[O:11])[C@@:7]([CH2:21][O:22][SiH3])(C(C)(C)C)[C:6]1(C1C=CC=CC=1)C1C=CC=CC=1)(=[O:3])[CH3:2].C(O)(=O)C.CCCC[N+](CCCC)(CCCC)CCCC.[F-], predict the reaction product. The product is: [C:1]([O:4][C@@H:5]1[CH2:9][N:8]([C:10]([O:12][C:13]([CH3:15])([CH3:14])[CH3:16])=[O:11])[C@H:7]([CH2:21][OH:22])[CH2:6]1)(=[O:3])[CH3:2]. (6) Given the reactants [Br:1][C:2]1[CH:11]=[C:10]2[C:5]([CH2:6][CH2:7][CH2:8][C:9]2=[O:12])=[CH:4][C:3]=1I.C[CH2:15][OH:16].C(N([CH2:22][CH3:23])CC)C.[C]=[O:25], predict the reaction product. The product is: [Br:1][C:2]1[C:3]([C:15]([O:16][CH2:22][CH3:23])=[O:25])=[CH:4][C:5]2[CH2:6][CH2:7][CH2:8][C:9](=[O:12])[C:10]=2[CH:11]=1. (7) The product is: [CH2:1]([C:8]1[N:9]=[N:10][C:11]2[C:16]([C:17]=1[C:18]1[CH:19]=[C:20]([NH:24][CH2:30][C:29]3[CH:32]=[CH:33][C:34]([Cl:35])=[C:27]([Cl:26])[CH:28]=3)[CH:21]=[CH:22][CH:23]=1)=[CH:15][CH:14]=[CH:13][C:12]=2[Cl:25])[C:2]1[CH:7]=[CH:6][CH:5]=[CH:4][CH:3]=1. Given the reactants [CH2:1]([C:8]1[N:9]=[N:10][C:11]2[C:16]([C:17]=1[C:18]1[CH:19]=[C:20]([NH2:24])[CH:21]=[CH:22][CH:23]=1)=[CH:15][CH:14]=[CH:13][C:12]=2[Cl:25])[C:2]1[CH:7]=[CH:6][CH:5]=[CH:4][CH:3]=1.[Cl:26][C:27]1[CH:28]=[C:29]([CH:32]=[CH:33][C:34]=1[Cl:35])[CH:30]=O, predict the reaction product. (8) Given the reactants [Br:1][C:2]1[N:6]([CH2:7][O:8][CH2:9][CH2:10][Si:11]([CH3:14])([CH3:13])[CH3:12])[C:5]([CH2:15][O:16]C)=[C:4]([C:18]([O:20][CH2:21][CH3:22])=[O:19])[CH:3]=1.ClCCl.O.ClC1C(=O)C(C#N)=C(C#N)C(=O)C=1Cl, predict the reaction product. The product is: [Br:1][C:2]1[N:6]([CH2:7][O:8][CH2:9][CH2:10][Si:11]([CH3:14])([CH3:12])[CH3:13])[C:5]([CH:15]=[O:16])=[C:4]([C:18]([O:20][CH2:21][CH3:22])=[O:19])[CH:3]=1. (9) Given the reactants [Cl:1][C:2]1[CH:3]=[C:4]2[C:9](=[C:10]([Cl:12])[CH:11]=1)[O:8][C:7](=[O:13])[C:6]([C:14]([NH:16][CH2:17][C:18]([OH:20])=[O:19])=[O:15])=[C:5]2[OH:21].O=S(Cl)Cl.[CH2:26](O)[CH3:27], predict the reaction product. The product is: [CH2:26]([O:19][C:18](=[O:20])[CH2:17][NH:16][C:14]([C:6]1[C:7](=[O:13])[O:8][C:9]2[C:4]([C:5]=1[OH:21])=[CH:3][C:2]([Cl:1])=[CH:11][C:10]=2[Cl:12])=[O:15])[CH3:27].